Dataset: Forward reaction prediction with 1.9M reactions from USPTO patents (1976-2016). Task: Predict the product of the given reaction. (1) Given the reactants [CH3:1][CH:2]([C:8]([O:10]CC)=[O:9])[C:3]([O:5][CH2:6][CH3:7])=[O:4].C(=O)([O-])[O-:14].[Cs+].[Cs+], predict the reaction product. The product is: [CH2:6]([O:5][C:3](=[O:4])[C:2]([OH:14])([CH3:1])[C:8]([OH:10])=[O:9])[CH3:7]. (2) Given the reactants [Cl:1][C:2]1[CH:7]=[CH:6][C:5]([N:8]2[C:13](=[O:14])[C:12]3[C:15]([S:24]([CH3:27])(=[O:26])=[O:25])=[N:16][N:17]([C:18]4[CH:23]=[CH:22][CH:21]=[CH:20][CH:19]=4)[C:11]=3[N:10]=[C:9]2[C:28]2[CH:33]=[CH:32][C:31](B3OC(C)(C)C(C)(C)O3)=[CH:30][CH:29]=2)=[CH:4][CH:3]=1.[NH2:43][C:44]1[CH:49]=[CH:48][C:47](Br)=[CH:46][N:45]=1.C([O-])([O-])=O.[Cs+].[Cs+], predict the reaction product. The product is: [NH2:43][C:44]1[N:45]=[CH:46][C:47]([C:31]2[CH:32]=[CH:33][C:28]([C:9]3[N:8]([C:5]4[CH:6]=[CH:7][C:2]([Cl:1])=[CH:3][CH:4]=4)[C:13](=[O:14])[C:12]4[C:15]([S:24]([CH3:27])(=[O:25])=[O:26])=[N:16][N:17]([C:18]5[CH:23]=[CH:22][CH:21]=[CH:20][CH:19]=5)[C:11]=4[N:10]=3)=[CH:29][CH:30]=2)=[CH:48][CH:49]=1.